From a dataset of Full USPTO retrosynthesis dataset with 1.9M reactions from patents (1976-2016). Predict the reactants needed to synthesize the given product. (1) Given the product [CH3:11][C:12]1[CH:13]=[CH:14][C:15]2[N:16]([C:18]([CH2:21][S:10][C:7]3[CH:8]=[CH:9][C:4]([N+:1]([O-:3])=[O:2])=[CH:5][CH:6]=3)=[CH:19][N:20]=2)[CH:17]=1, predict the reactants needed to synthesize it. The reactants are: [N+:1]([C:4]1[CH:9]=[CH:8][C:7]([SH:10])=[CH:6][CH:5]=1)([O-:3])=[O:2].[CH3:11][C:12]1[CH:13]=[CH:14][C:15]2[N:16]([C:18]([CH2:21]O)=[CH:19][N:20]=2)[CH:17]=1.Cl.[OH-].[Na+]. (2) Given the product [Cl:1][C:2]1[N:3]=[C:4]([N:13]2[CH2:18][CH2:17][O:16][CH2:15][CH2:14]2)[C:5]2[S:10][C:9]([CH2:11][NH:25][CH2:24][CH2:23][S:20]([CH3:19])(=[O:22])=[O:21])=[CH:8][C:6]=2[N:7]=1, predict the reactants needed to synthesize it. The reactants are: [Cl:1][C:2]1[N:3]=[C:4]([N:13]2[CH2:18][CH2:17][O:16][CH2:15][CH2:14]2)[C:5]2[S:10][C:9]([CH:11]=O)=[CH:8][C:6]=2[N:7]=1.[CH3:19][S:20]([CH2:23][CH2:24][NH2:25])(=[O:22])=[O:21]. (3) Given the product [Cl:29][C:23]1[CH:22]=[C:21]([S:18]([N:4]2[CH:3]([CH2:1][CH3:2])[C:16]3[C:11](=[CH:12][CH:13]=[C:14]([F:17])[CH:15]=3)[C:10]3[CH:9]=[CH:8][CH:7]=[CH:6][C:5]2=3)(=[O:19])=[O:20])[CH:26]=[CH:25][C:24]=1[OH:27], predict the reactants needed to synthesize it. The reactants are: [CH2:1]([CH:3]1[C:16]2[C:11](=[CH:12][CH:13]=[C:14]([F:17])[CH:15]=2)[C:10]2[CH:9]=[CH:8][CH:7]=[CH:6][C:5]=2[N:4]1[S:18]([C:21]1[CH:26]=[CH:25][C:24]([O:27]C)=[C:23]([Cl:29])[CH:22]=1)(=[O:20])=[O:19])[CH3:2].B(Cl)(Cl)Cl.ClCCl. (4) Given the product [Cl:1][C:2]1[CH:3]=[C:4]([C:9]2([C:21]([F:22])([F:24])[F:23])[O:13][N:12]=[C:11]([C:14]3[CH:15]=[C:16]([NH:17][NH2:26])[CH:18]=[CH:19][CH:20]=3)[CH2:10]2)[CH:5]=[C:6]([Cl:8])[CH:7]=1, predict the reactants needed to synthesize it. The reactants are: [Cl:1][C:2]1[CH:3]=[C:4]([C:9]2([C:21]([F:24])([F:23])[F:22])[O:13][N:12]=[C:11]([C:14]3[CH:15]=[C:16]([CH:18]=[CH:19][CH:20]=3)[NH2:17])[CH2:10]2)[CH:5]=[C:6]([Cl:8])[CH:7]=1.Cl.[N:26]([O-])=O.[Na+].[Sn](Cl)Cl.[OH-].[Na+]. (5) Given the product [OH:3][CH2:4][C:5]1[CH:6]=[C:7]([CH:11]=[C:12]([S:14]([F:19])([F:15])([F:16])([F:17])[F:18])[CH:13]=1)[C:8]([O:10][CH2:23][CH2:22][O:21][CH3:20])=[O:9], predict the reactants needed to synthesize it. The reactants are: [H-].[Na+].[OH:3][CH2:4][C:5]1[CH:6]=[C:7]([CH:11]=[C:12]([S:14]([F:19])([F:18])([F:17])([F:16])[F:15])[CH:13]=1)[C:8]([OH:10])=[O:9].[CH3:20][O:21][CH2:22][CH2:23]Br.CO. (6) Given the product [CH3:8][N:9]1[C:18]2[CH:17]=[C:16]3[S:19][C:20]([C:22]4[S:4][CH2:3][CH:2]([C:5]([OH:7])=[O:6])[N:1]=4)=[N:21][C:15]3=[CH:14][C:13]=2[CH2:12][CH2:11][CH2:10]1, predict the reactants needed to synthesize it. The reactants are: [NH2:1][C@@H:2]([C:5]([OH:7])=[O:6])[CH2:3][SH:4].[CH3:8][N:9]1[C:18]2[CH:17]=[C:16]3[S:19][C:20]([C:22]#N)=[N:21][C:15]3=[CH:14][C:13]=2[CH2:12][CH2:11][CH2:10]1. (7) Given the product [N:34]1([S:38]([NH:41][C:25](=[O:26])[C:24]2[CH:28]=[C:29]([CH:30]3[CH2:32][CH2:31]3)[C:21]([O:20][CH2:19][C:16]3([CH3:18])[CH2:15][N:14]([CH:1]([C:2]4[CH:7]=[CH:6][CH:5]=[CH:4][CH:3]=4)[C:8]4[CH:9]=[CH:10][CH:11]=[CH:12][CH:13]=4)[CH2:17]3)=[CH:22][C:23]=2[F:33])(=[O:40])=[O:39])[CH2:37][CH2:36][CH2:35]1, predict the reactants needed to synthesize it. The reactants are: [CH:1]([N:14]1[CH2:17][C:16]([CH2:19][O:20][C:21]2[C:29]([CH:30]3[CH2:32][CH2:31]3)=[CH:28][C:24]([C:25](O)=[O:26])=[C:23]([F:33])[CH:22]=2)([CH3:18])[CH2:15]1)([C:8]1[CH:13]=[CH:12][CH:11]=[CH:10][CH:9]=1)[C:2]1[CH:7]=[CH:6][CH:5]=[CH:4][CH:3]=1.[N:34]1([S:38]([NH2:41])(=[O:40])=[O:39])[CH2:37][CH2:36][CH2:35]1. (8) Given the product [C:19]([N:16]1[C:17]2[C:12](=[CH:11][CH:10]=[C:9]([C:24]3[S:25][C:26]([Cl:34])=[C:27]([C:29]([O:31][CH2:32][CH3:33])=[O:30])[N:28]=3)[CH:18]=2)[CH2:13][CH2:14][CH2:15]1)(=[O:21])[CH3:20], predict the reactants needed to synthesize it. The reactants are: CC1(C)C(C)(C)OB([C:9]2[CH:18]=[C:17]3[C:12]([CH2:13][CH2:14][CH2:15][N:16]3[C:19](=[O:21])[CH3:20])=[CH:11][CH:10]=2)O1.Br[C:24]1[S:25][C:26]([Cl:34])=[C:27]([C:29]([O:31][CH2:32][CH3:33])=[O:30])[N:28]=1.[Cl-].[Li+].C(=O)([O-])[O-].[Cs+].[Cs+]. (9) Given the product [C:35]([O:4][CH2:3][C@H:2]([C@H:5]1[O:9][N:8]=[C:7]([C:10]2[CH:11]=[CH:12][C:13]([C:16]3[CH:21]=[CH:20][C:19]([N:22]4[CH2:26][C@H:25]([CH2:27][N:28]5[CH:32]=[CH:31][N:30]=[N:29]5)[O:24][C:23]4=[O:33])=[CH:18][C:17]=3[F:34])=[CH:14][N:15]=2)[CH2:6]1)[OH:1])(=[O:42])[C:36]1[CH:41]=[CH:40][CH:39]=[N:38][CH:37]=1, predict the reactants needed to synthesize it. The reactants are: [OH:1][C@@H:2]([C@H:5]1[O:9][N:8]=[C:7]([C:10]2[N:15]=[CH:14][C:13]([C:16]3[CH:21]=[CH:20][C:19]([N:22]4[CH2:26][C@H:25]([CH2:27][N:28]5[CH:32]=[CH:31][N:30]=[N:29]5)[O:24][C:23]4=[O:33])=[CH:18][C:17]=3[F:34])=[CH:12][CH:11]=2)[CH2:6]1)[CH2:3][OH:4].[C:35](O)(=[O:42])[C:36]1[CH:41]=[CH:40][CH:39]=[N:38][CH:37]=1.N1C=CC=CC=1.C(N=C=NC(C)C)(C)C.